This data is from Full USPTO retrosynthesis dataset with 1.9M reactions from patents (1976-2016). The task is: Predict the reactants needed to synthesize the given product. (1) Given the product [Cl:21][C:16]1[CH:15]=[C:14]([N:13]2[C:9]([C:4]3[CH:3]=[C:2]([OH:27])[CH:7]=[C:6]([F:8])[CH:5]=3)=[CH:10][C:11]([C:22]([OH:24])=[O:23])=[N:12]2)[CH:19]=[CH:18][C:17]=1[F:20], predict the reactants needed to synthesize it. The reactants are: Br[C:2]1[CH:3]=[C:4]([C:9]2[N:13]([C:14]3[CH:19]=[CH:18][C:17]([F:20])=[C:16]([Cl:21])[CH:15]=3)[N:12]=[C:11]([C:22]([O:24]CC)=[O:23])[CH:10]=2)[CH:5]=[C:6]([F:8])[CH:7]=1.[OH-:27].[K+].C(P(C(C)(C)C)C1C=CC=CC=1C1C(C(C)C)=CC(C(C)C)=CC=1C(C)C)(C)(C)C.Cl. (2) The reactants are: [C:1]([O:5][C:6]([NH:8][CH2:9][CH2:10][CH2:11][C@H:12]([NH:17][C:18]([C:20]1[O:21][C:22]([CH:25]([C:32]2[CH:37]=[CH:36][CH:35]=[CH:34][CH:33]=2)[C:26]2[CH:31]=[CH:30][CH:29]=[CH:28][CH:27]=2)=[CH:23][CH:24]=1)=[O:19])[C:13]([O:15]C)=[O:14])=[O:7])([CH3:4])([CH3:3])[CH3:2].Cl. Given the product [C:1]([O:5][C:6]([NH:8][CH2:9][CH2:10][CH2:11][C@H:12]([NH:17][C:18]([C:20]1[O:21][C:22]([CH:25]([C:26]2[CH:27]=[CH:28][CH:29]=[CH:30][CH:31]=2)[C:32]2[CH:37]=[CH:36][CH:35]=[CH:34][CH:33]=2)=[CH:23][CH:24]=1)=[O:19])[C:13]([OH:15])=[O:14])=[O:7])([CH3:4])([CH3:2])[CH3:3], predict the reactants needed to synthesize it. (3) Given the product [CH3:19][O:18][C:15]1[CH:16]=[C:17]2[C:12](=[CH:13][C:14]=1[O:20][CH3:21])[N:11]=[CH:10][CH:9]=[C:8]2[O:7][C:6]1[CH:5]=[C:4]([NH2:1])[C:24]([NH2:25])=[CH:23][CH:22]=1, predict the reactants needed to synthesize it. The reactants are: [N+:1]([C:4]1[CH:5]=[C:6]([CH:22]=[CH:23][C:24]=1[N+:25]([O-])=O)[O:7][C:8]1[C:17]2[C:12](=[CH:13][C:14]([O:20][CH3:21])=[C:15]([O:18][CH3:19])[CH:16]=2)[N:11]=[CH:10][CH:9]=1)([O-])=O.CC(O)=O. (4) Given the product [C:6]1([C:5]2[NH:26][N:2]=[CH:3][C:4]=2[NH2:13])[CH:11]=[CH:10][CH:9]=[CH:8][CH:7]=1, predict the reactants needed to synthesize it. The reactants are: C[N:2](C)[CH:3]=[C:4]([N:13]1C(=O)C2C(=CC=CC=2)C1=O)[C:5](=O)[C:6]1[CH:11]=[CH:10][CH:9]=[CH:8][CH:7]=1.O.[NH2:26]N. (5) Given the product [CH3:50][S:51]([O:1][CH:2]1[C:3]([CH3:42])([CH3:41])[C:4](=[O:40])[N:5]([C:7]2[C:11]([NH:12][C:13]([C:15]3[N:16]=[C:17]([C:20]4[CH:25]=[CH:24][N:23]=[C:22]([N:26]([C:27]([O:28][C:29]([CH3:32])([CH3:31])[CH3:30])=[O:33])[CH2:34][C:35]([F:36])([F:38])[F:37])[CH:21]=4)[O:18][CH:19]=3)=[O:14])=[CH:10][N:9]([CH3:39])[N:8]=2)[CH2:6]1)(=[O:53])=[O:52], predict the reactants needed to synthesize it. The reactants are: [OH:1][CH:2]1[CH2:6][N:5]([C:7]2[C:11]([NH:12][C:13]([C:15]3[N:16]=[C:17]([C:20]4[CH:25]=[CH:24][N:23]=[C:22]([N:26]([CH2:34][C:35]([F:38])([F:37])[F:36])[C:27](=[O:33])[O:28][C:29]([CH3:32])([CH3:31])[CH3:30])[CH:21]=4)[O:18][CH:19]=3)=[O:14])=[CH:10][N:9]([CH3:39])[N:8]=2)[C:4](=[O:40])[C:3]1([CH3:42])[CH3:41].C(N(CC)CC)C.[CH3:50][S:51](Cl)(=[O:53])=[O:52]. (6) The reactants are: FC(F)(F)C(O)=O.[CH2:8]1[C:11]2([CH2:15][CH2:14][NH:13][CH2:12]2)[CH2:10][CH:9]1[NH:16][C:17]([O:19][CH2:20][C:21]1[O:25][N:24]=[C:23]([C:26]([O:28][CH2:29][CH3:30])=[O:27])[CH:22]=1)=[O:18].F[C:32]1[CH:37]=[CH:36][C:35]([C:38]2[CH:43]=[CH:42][C:41]([F:44])=[CH:40][CH:39]=2)=[CH:34][N:33]=1.C(N(CC)C(C)C)(C)C. Given the product [F:44][C:41]1[CH:40]=[CH:39][C:38]([C:35]2[CH:36]=[CH:37][C:32]([N:13]3[CH2:14][CH2:15][C:11]4([CH2:10][CH:9]([NH:16][C:17]([O:19][CH2:20][C:21]5[O:25][N:24]=[C:23]([C:26]([O:28][CH2:29][CH3:30])=[O:27])[CH:22]=5)=[O:18])[CH2:8]4)[CH2:12]3)=[N:33][CH:34]=2)=[CH:43][CH:42]=1, predict the reactants needed to synthesize it. (7) Given the product [CH2:1]([C:5]1[N:6]([CH2:33][C:34]2[CH:39]=[CH:38][C:37]([C:40]3[CH:45]=[CH:44][CH:43]=[CH:42][C:41]=3[C:46]3[NH:50][N:49]=[N:48][N:47]=3)=[CH:36][CH:35]=2)[C:7]([C:11]([O:13][CH2:14][O:15][P:16]([O:31][CH3:32])([O:18][C@H:19]2[CH2:23][O:22][C@@H:21]3[C@H:24]([O:27][N+:28]([O-:30])=[O:29])[CH2:25][O:26][C@H:20]23)=[O:17])=[O:12])=[C:8]([Cl:10])[N:9]=1)[CH2:2][CH2:3][CH3:4], predict the reactants needed to synthesize it. The reactants are: [CH2:1]([C:5]1[N:6]([CH2:33][C:34]2[CH:39]=[CH:38][C:37]([C:40]3[CH:45]=[CH:44][CH:43]=[CH:42][C:41]=3[C:46]3[N:50](C(C4C=CC=CC=4)(C4C=CC=CC=4)C4C=CC=CC=4)[N:49]=[N:48][N:47]=3)=[CH:36][CH:35]=2)[C:7]([C:11]([O:13][CH2:14][O:15][P:16]([O:31][CH3:32])([O:18][C@H:19]2[CH2:23][O:22][C@@H:21]3[C@H:24]([O:27][N+:28]([O-:30])=[O:29])[CH2:25][O:26][C@H:20]23)=[O:17])=[O:12])=[C:8]([Cl:10])[N:9]=1)[CH2:2][CH2:3][CH3:4]. (8) Given the product [CH3:7][C:4]1[N:3]([C:8]2[CH:12]=[C:11]([C:28]3([OH:30])[CH2:29][O:26][CH2:27]3)[N:10]([CH2:13][O:14][CH2:15][CH2:16][Si:17]([CH3:18])([CH3:20])[CH3:19])[N:9]=2)[C:2]([CH3:1])=[CH:6][CH:5]=1, predict the reactants needed to synthesize it. The reactants are: [CH3:1][C:2]1[N:3]([C:8]2[CH:12]=[CH:11][N:10]([CH2:13][O:14][CH2:15][CH2:16][Si:17]([CH3:20])([CH3:19])[CH3:18])[N:9]=2)[C:4]([CH3:7])=[CH:5][CH:6]=1.C([Li])CCC.[O:26]1[CH2:29][C:28](=[O:30])[CH2:27]1. (9) Given the product [F:8][C:5]1[CH:6]=[CH:7][C:2]([C:14]#[N:15])=[C:3]([N:9]2[CH:13]=[CH:12][N:11]=[N:10]2)[CH:4]=1, predict the reactants needed to synthesize it. The reactants are: Br[C:2]1[CH:7]=[CH:6][C:5]([F:8])=[CH:4][C:3]=1[N:9]1[CH:13]=[CH:12][N:11]=[N:10]1.[C:14]([Cu])#[N:15].